This data is from Catalyst prediction with 721,799 reactions and 888 catalyst types from USPTO. The task is: Predict which catalyst facilitates the given reaction. (1) The catalyst class is: 85. Product: [Cl:8][C:9]1[N:14]=[C:13]([N:15]2[CH2:20][CH2:19][O:18][CH2:17][C@H:16]2[CH3:21])[CH:12]=[C:11]([CH2:22][S:4]([CH:2]([CH3:3])[CH3:1])(=[O:6])=[O:5])[N:10]=1. Reactant: [CH3:1][CH:2]([S:4]([O-:6])=[O:5])[CH3:3].[Na+].[Cl:8][C:9]1[N:14]=[C:13]([N:15]2[CH2:20][CH2:19][O:18][CH2:17][C@H:16]2[CH3:21])[CH:12]=[C:11]([CH2:22]I)[N:10]=1. (2) Reactant: [Cl-].[CH:2]1[C:11]2[C:6](=[CH:7][CH:8]=[CH:9][CH:10]=2)[CH:5]=[CH:4][C:3]=1[C:12](=[O:15])[CH2:13][NH3+:14].[Cl:16][C:17]1[S:21][C:20]([S:22](Cl)(=[O:24])=[O:23])=[CH:19][CH:18]=1.CCN(CC)CC. Product: [CH:2]1[C:11]2[C:6](=[CH:7][CH:8]=[CH:9][CH:10]=2)[CH:5]=[CH:4][C:3]=1[C:12](=[O:15])[CH2:13][NH:14][S:22]([C:20]1[S:21][C:17]([Cl:16])=[CH:18][CH:19]=1)(=[O:24])=[O:23]. The catalyst class is: 3. (3) Reactant: [CH3:1][C@@H:2]1[N:7]([C:8]2[C:9]3[C@H:16]([CH3:17])[CH2:15][CH2:14][C:10]=3[N:11]=[CH:12][N:13]=2)[CH2:6][CH2:5][N:4](C(OC(C)(C)C)=O)[CH2:3]1.[ClH:25]. Product: [ClH:25].[ClH:25].[CH3:17][C@H:16]1[C:9]2[C:8]([N:7]3[CH2:6][CH2:5][NH:4][CH2:3][C@@H:2]3[CH3:1])=[N:13][CH:12]=[N:11][C:10]=2[CH2:14][CH2:15]1. The catalyst class is: 2. (4) Reactant: [CH3:1][O:2][C:3]1[CH:12]=[C:11]2[C:6]([CH2:7][CH2:8][CH:9]([NH2:13])[CH2:10]2)=[CH:5][CH:4]=1.[N:14]([CH2:17][CH2:18][O:19][C:20](=[O:22])[CH3:21])=[C:15]=[S:16]. Product: [CH3:1][O:2][C:3]1[CH:12]=[C:11]2[C:6]([CH2:7][CH2:8][CH:9]([NH:13][C:15](=[S:16])[NH:14][CH2:17][CH2:18][O:19][C:20](=[O:22])[CH3:21])[CH2:10]2)=[CH:5][CH:4]=1. The catalyst class is: 11. (5) The catalyst class is: 3. Reactant: [H-].[Na+].CN(C)[CH:5]=[C:6]([C:12]1[CH:17]=[CH:16][CH:15]=[CH:14][CH:13]=1)[C:7](=O)[CH:8]([CH3:10])[CH3:9].[C:19]([CH2:21][C:22]([NH2:24])=[O:23])#[N:20].CO. Product: [OH:23][C:22]1[N:24]=[C:7]([CH:8]([CH3:10])[CH3:9])[C:6]([C:12]2[CH:17]=[CH:16][CH:15]=[CH:14][CH:13]=2)=[CH:5][C:21]=1[C:19]#[N:20]. (6) Reactant: [Cl:1][C:2]1[CH:3]=[C:4]([CH:7]=[CH:8][C:9]=1[OH:10])[CH:5]=[O:6].I[CH2:12][C:13]([CH3:16])([CH3:15])[CH3:14].C(=O)([O-])[O-].[Cs+].[Cs+].O. Product: [Cl:1][C:2]1[CH:3]=[C:4]([CH:7]=[CH:8][C:9]=1[O:10][CH2:12][C:13]([CH3:16])([CH3:15])[CH3:14])[CH:5]=[O:6]. The catalyst class is: 9.